Dataset: Catalyst prediction with 721,799 reactions and 888 catalyst types from USPTO. Task: Predict which catalyst facilitates the given reaction. (1) Reactant: [Br:1][C:2]1[C:3]([CH3:11])=[C:4]([CH:8]=[CH:9][CH:10]=1)[C:5]([OH:7])=O.C(Cl)CCl.C1C=C[C:19]2[N:24](O)N=[N:22][C:20]=2C=1.CCN(C(C)C)C(C)C.Cl.NCC#N. Product: [Br:1][C:2]1[C:3]([CH3:11])=[C:4]([CH:8]=[CH:9][CH:10]=1)[C:5]([NH:24][CH2:19][C:20]#[N:22])=[O:7]. The catalyst class is: 76. (2) Reactant: [Cl:1][C:2]1[C:9]([F:10])=[CH:8][CH:7]=[C:6]([F:11])[C:3]=1[CH:4]=O.S([O-])(OCCCCCCCCCCCC)(=O)=O.[Na+].C(OI(C1C=CC=CC=1)OC(=O)C)(=O)C.C([O-])(=O)C.[NH4+:49]. Product: [Cl:1][C:2]1[C:9]([F:10])=[CH:8][CH:7]=[C:6]([F:11])[C:3]=1[C:4]#[N:49]. The catalyst class is: 6. (3) Reactant: Cl[C:2]([O:4]CC)=[O:3].[CH3:7][CH2:8][N:9](C(C)C)C(C)C.[CH3:16][C:17]1[CH:18]=[CH:19][C:20]2[CH:21]([CH3:29])[CH:22]3[CH2:26][NH:25][CH2:24][CH:23]3[C:27]=2[CH:28]=1. Product: [CH2:8]([NH:9][C:2](=[O:3])[O-:4])[CH3:7].[CH3:16][C:17]1[CH:18]=[CH:19][C:20]2[CH:21]([CH3:29])[CH:22]3[CH2:26][NH:25][CH2:24][CH:23]3[C:27]=2[CH:28]=1. The catalyst class is: 2. (4) Product: [Br:1][C:2]1[C:7]2[CH2:8][CH2:9][C:10](=[O:13])[CH2:11][CH2:12][C:6]=2[C:5]([O:14][CH3:15])=[C:4]([N+:21]([O-:23])=[O:22])[CH:3]=1. Reactant: [Br:1][C:2]1[C:7]2[CH2:8][CH2:9][C:10](=[O:13])[CH2:11][CH2:12][C:6]=2[C:5]([O:14][CH3:15])=[CH:4][CH:3]=1.S(=O)(=O)(O)O.[N+:21]([O-])([O-:23])=[O:22].[K+].[Br-]. The catalyst class is: 2. (5) Product: [O:11]=[C:4]1[C:5]2[C:10](=[CH:9][CH:8]=[CH:7][CH:6]=2)[C:2](=[O:1])[N:3]1[CH2:12][CH2:13][CH2:14][N:15]1[C:16]2[C:17](=[N:18][CH:19]=[C:20]([CH2:22][C:23]3[CH:28]=[CH:27][C:26]([F:29])=[CH:25][CH:24]=3)[CH:21]=2)[C:30]([OH:31])=[C:36]([C:37]([O:39][CH2:40][CH3:41])=[O:38])[C:35]1=[O:42]. The catalyst class is: 88. Reactant: [O:1]=[C:2]1[C:10]2[C:5](=[CH:6][CH:7]=[CH:8][CH:9]=2)[C:4](=[O:11])[N:3]1[CH2:12][CH2:13][CH2:14][N:15]([C:35](=[O:42])[CH2:36][C:37]([O:39][CH2:40][CH3:41])=[O:38])[C:16]1[C:17]([C:30](OCC)=[O:31])=[N:18][CH:19]=[C:20]([CH2:22][C:23]2[CH:28]=[CH:27][C:26]([F:29])=[CH:25][CH:24]=2)[CH:21]=1.C1CCN2C(=NCCC2)CC1.OS([O-])(=O)=O.[Na+]. (6) Reactant: [CH:1]1([C@:4]([OH:32])([CH3:31])[CH2:5][NH:6][C:7]([C:9]2[CH:14]=[N:13][C:12]([C:15]#[C:16][Si](CC)(CC)CC)=[C:11]([C:24]3[CH:29]=[CH:28][C:27]([Cl:30])=[CH:26][CH:25]=3)[N:10]=2)=[O:8])[CH2:3][CH2:2]1.[F-].[NH4+]. Product: [CH:1]1([C@:4]([OH:32])([CH3:31])[CH2:5][NH:6][C:7]([C:9]2[CH:14]=[N:13][C:12]([C:15]#[CH:16])=[C:11]([C:24]3[CH:29]=[CH:28][C:27]([Cl:30])=[CH:26][CH:25]=3)[N:10]=2)=[O:8])[CH2:3][CH2:2]1. The catalyst class is: 5. (7) Reactant: [Cl:1][C:2]1[CH:3]=[C:4]([C:9]2([CH3:21])[CH2:14][C:13](=[O:15])[NH:12][C:11]([N:16]=[CH:17][N:18]([CH3:20])[CH3:19])=[N:10]2)[CH:5]=[CH:6][C:7]=1[Cl:8].[C:22](=O)([O-])[O-].[K+].[K+].IC. Product: [Cl:1][C:2]1[CH:3]=[C:4]([C:9]2([CH3:21])[CH2:14][C:13](=[O:15])[N:12]([CH3:22])[C:11]([N:16]=[CH:17][N:18]([CH3:20])[CH3:19])=[N:10]2)[CH:5]=[CH:6][C:7]=1[Cl:8]. The catalyst class is: 3. (8) Reactant: C(OC([NH:8][CH2:9][C:10]1[N:11]([CH2:30][CH:31]([CH3:33])[CH3:32])[C:12](=[O:29])[C:13]2[C:18]([C:19]=1[C:20]1[S:21][CH:22]=[CH:23][CH:24]=1)=[CH:17][C:16]([C:25]([O:27][CH3:28])=[O:26])=[CH:15][CH:14]=2)=O)(C)(C)C.[ClH:34]. Product: [ClH:34].[NH2:8][CH2:9][C:10]1[N:11]([CH2:30][CH:31]([CH3:33])[CH3:32])[C:12](=[O:29])[C:13]2[C:18]([C:19]=1[C:20]1[S:21][CH:22]=[CH:23][CH:24]=1)=[CH:17][C:16]([C:25]([O:27][CH3:28])=[O:26])=[CH:15][CH:14]=2. The catalyst class is: 13. (9) Reactant: [C:1]([O:5][C:6]([N:8]1[CH2:12][C@@H:11]([CH2:13][N:14]([CH:31]([CH3:33])[CH3:32])[C:15](=[O:30])[C:16]2[CH:21]=[CH:20][C:19]([O:22][CH3:23])=[C:18]([O:24][CH2:25][CH2:26][CH2:27][O:28][CH3:29])[CH:17]=2)[C@H:10]([NH2:34])[CH2:9]1)=[O:7])([CH3:4])([CH3:3])[CH3:2].[C:35]([O:39][C:40]([N:42]1[C:47]2[CH:48]=[C:49]([CH:52]=O)[CH:50]=[CH:51][C:46]=2[O:45][CH2:44][CH2:43]1)=[O:41])([CH3:38])([CH3:37])[CH3:36].C(O[BH-](OC(=O)C)OC(=O)C)(=O)C.[Na+]. Product: [C:35]([O:39][C:40]([N:42]1[C:47]2[CH:48]=[C:49]([CH2:52][NH:34][C@H:10]3[C@H:11]([CH2:13][N:14]([CH:31]([CH3:32])[CH3:33])[C:15](=[O:30])[C:16]4[CH:21]=[CH:20][C:19]([O:22][CH3:23])=[C:18]([O:24][CH2:25][CH2:26][CH2:27][O:28][CH3:29])[CH:17]=4)[CH2:12][N:8]([C:6]([O:5][C:1]([CH3:3])([CH3:4])[CH3:2])=[O:7])[CH2:9]3)[CH:50]=[CH:51][C:46]=2[O:45][CH2:44][CH2:43]1)=[O:41])([CH3:38])([CH3:37])[CH3:36]. The catalyst class is: 26. (10) Reactant: [CH3:1][C:2]1[CH:25]=[CH:24][CH:23]=[C:22]([CH3:26])[C:3]=1[CH2:4][O:5][C:6]1[CH:7]=[C:8]([C:12](=[O:21])[CH2:13][CH:14](C(O)=O)[C:15]([OH:17])=[O:16])[CH:9]=[CH:10][CH:11]=1. Product: [CH3:26][C:22]1[CH:23]=[CH:24][CH:25]=[C:2]([CH3:1])[C:3]=1[CH2:4][O:5][C:6]1[CH:7]=[C:8]([C:12](=[O:21])[CH2:13][CH2:14][C:15]([OH:17])=[O:16])[CH:9]=[CH:10][CH:11]=1. The catalyst class is: 11.